Predict the reaction yield, written as a fraction of the theoretical maximum amount of product (1.0 means a 100% yield; for example, 0.34 means a 34% yield). From a dataset of Reaction yield outcomes from USPTO patents with 853,638 reactions. (1) The reactants are [NH2:1][C:2]1[N:11]=[C:10]([C:12]2[CH:17]=[CH:16][CH:15]=[CH:14][C:13]=2[OH:18])[CH:9]=[C:8]([CH:19]2[CH2:24][CH2:23][CH2:22][N:21]([C:25](OCC3C=CC=CC=3)=[O:26])[CH2:20]2)[C:3]=1C(OC)=O. The catalyst is CO.C1COCC1.[Pd]. The product is [NH2:1][C:2]1[C:3]2[C:25](=[O:26])[N:21]3[CH2:20][CH:19]([CH2:24][CH2:23][CH2:22]3)[C:8]=2[CH:9]=[C:10]([C:12]2[CH:17]=[CH:16][CH:15]=[CH:14][C:13]=2[OH:18])[N:11]=1. The yield is 0.400. (2) The reactants are [CH3:1][S:2](Cl)(=[O:4])=[O:3].C(N(CC)CC)C.[CH3:13][O:14][CH2:15][CH2:16][NH2:17]. The catalyst is ClCCl. The product is [CH3:13][O:14][CH2:15][CH2:16][NH:17][S:2]([CH3:1])(=[O:4])=[O:3]. The yield is 0.590. (3) The reactants are [OH-].[Na+].C[O:4][C:5](=[O:44])[CH2:6][C:7]1[CH:12]=[CH:11][C:10]([C:13]2[CH:18]=[CH:17][C:16]([C:19]([CH2:41][CH3:42])([C:22]3[CH:27]=[CH:26][C:25](/[CH:28]=[CH:29]/[C:30]([OH:39])([C:35]([F:38])([F:37])[F:36])[C:31]([F:34])([F:33])[F:32])=[C:24]([CH3:40])[CH:23]=3)[CH2:20][CH3:21])=[CH:15][C:14]=2[CH3:43])=[CH:9][CH:8]=1. The catalyst is CO.O1CCCC1. The product is [CH2:20]([C:19]([C:16]1[CH:17]=[CH:18][C:13]([C:10]2[CH:11]=[CH:12][C:7]([CH2:6][C:5]([OH:44])=[O:4])=[CH:8][CH:9]=2)=[C:14]([CH3:43])[CH:15]=1)([C:22]1[CH:27]=[CH:26][C:25](/[CH:28]=[CH:29]/[C:30]([OH:39])([C:31]([F:33])([F:34])[F:32])[C:35]([F:37])([F:38])[F:36])=[C:24]([CH3:40])[CH:23]=1)[CH2:41][CH3:42])[CH3:21]. The yield is 0.610. (4) The reactants are C[N:2]1[C:10]2[C:5](=[CH:6][C:7]([OH:11])=[CH:8][CH:9]=2)[C:4]([CH:12]2[CH2:17][CH2:16][N:15]([CH3:18])[CH2:14][CH2:13]2)=[CH:3]1.[H-].[Na+].[C:21]1([S:27](Cl)(=[O:29])=[O:28])[CH:26]=[CH:25][CH:24]=[CH:23][CH:22]=1.[C:31](OCC)(=O)C. The catalyst is C1COCC1.C(OCC)C. The product is [CH3:31][C:9]1[CH:8]=[C:7]([O:11][S:27]([C:21]2[CH:26]=[CH:25][CH:24]=[CH:23][CH:22]=2)(=[O:29])=[O:28])[CH:6]=[C:5]2[C:10]=1[NH:2][CH:3]=[C:4]2[CH:12]1[CH2:13][CH2:14][N:15]([CH3:18])[CH2:16][CH2:17]1. The yield is 0.660.